Dataset: Catalyst prediction with 721,799 reactions and 888 catalyst types from USPTO. Task: Predict which catalyst facilitates the given reaction. (1) Reactant: [OH:1][C:2]1[CH:9]=[C:8]([OH:10])[CH:7]=[CH:6][C:3]=1[CH:4]=O.C([O-])(=O)C.[Na+].[N+:16](CC)([O-])=O. Product: [OH:1][C:2]1[CH:9]=[C:8]([OH:10])[CH:7]=[CH:6][C:3]=1[C:4]#[N:16]. The catalyst class is: 15. (2) Reactant: [C:1]1([CH2:7][C:8]([OH:10])=O)[CH:6]=[CH:5][CH:4]=[CH:3][CH:2]=1.O=C1N(P(Cl)(N2CCOC2=O)=O)CCO1.C(N(CC)CC)C.[Br:33][C:34]1[C:35]([F:44])=[C:36]2[C:42]([NH2:43])=[CH:41][NH:40][C:37]2=[N:38][CH:39]=1.C([O-])([O-])=O.[Na+].[Na+]. Product: [Br:33][C:34]1[C:35]([F:44])=[C:36]2[C:42]([NH:43][C:8](=[O:10])[CH2:7][C:1]3[CH:2]=[CH:3][CH:4]=[CH:5][CH:6]=3)=[CH:41][NH:40][C:37]2=[N:38][CH:39]=1. The catalyst class is: 2.